This data is from Peptide-MHC class I binding affinity with 185,985 pairs from IEDB/IMGT. The task is: Regression. Given a peptide amino acid sequence and an MHC pseudo amino acid sequence, predict their binding affinity value. This is MHC class I binding data. The peptide sequence is EYYFRNEVF. The MHC is HLA-A01:01 with pseudo-sequence HLA-A01:01. The binding affinity (normalized) is 0.0847.